From a dataset of Forward reaction prediction with 1.9M reactions from USPTO patents (1976-2016). Predict the product of the given reaction. (1) Given the reactants Br[C:2]1[CH:7]=[CH:6][C:5]([C:8](=[O:10])[CH3:9])=[CH:4][C:3]=1[N+:11]([O-])=O.[C:14]1([NH:20][C:21](=O)[CH3:22])[CH:19]=[CH:18][CH:17]=[CH:16][CH:15]=1, predict the reaction product. The product is: [CH3:22][C:21]1[N:20]([C:14]2[CH:19]=[CH:18][CH:17]=[CH:16][CH:15]=2)[C:2]2[CH:7]=[CH:6][C:5]([C:8](=[O:10])[CH3:9])=[CH:4][C:3]=2[N:11]=1. (2) Given the reactants [N:1]1([C:10]2[CH:15]=[CH:14][C:13]([OH:16])=[CH:12][CH:11]=2)[C:9]2[C:4](=[CH:5][CH:6]=[CH:7][CH:8]=2)[CH:3]=[N:2]1.[H-].[Na+].Cl[CH2:20][CH2:21][CH2:22][N:23]1[CH2:27][CH2:26][CH2:25][CH2:24]1.[I-].[Na+].C(=O)(O)[O-].[Na+], predict the reaction product. The product is: [N:23]1([CH2:22][CH2:21][CH2:20][O:16][C:13]2[CH:14]=[CH:15][C:10]([N:1]3[C:9]4[C:4](=[CH:5][CH:6]=[CH:7][CH:8]=4)[CH:3]=[N:2]3)=[CH:11][CH:12]=2)[CH2:27][CH2:26][CH2:25][CH2:24]1. (3) The product is: [CH3:16][O:15][N:14]([CH3:13])[C:5](=[O:6])[C:4]1[CH:8]=[CH:9][C:10]([Cl:11])=[C:2]([Cl:1])[CH:3]=1. Given the reactants [Cl:1][C:2]1[CH:3]=[C:4]([CH:8]=[CH:9][C:10]=1[Cl:11])[C:5](O)=[O:6].Cl.[CH3:13][NH:14][O:15][CH3:16].CN1CCOCC1.Cl.CN(C)CCCN=C=NCC, predict the reaction product. (4) Given the reactants ClC1C=C(OC)C=CC=1[C:10]#[C:11][Si:12]([CH3:15])([CH3:14])[CH3:13].FC(F)(F)S(O[C:22]1[C:27]([Cl:28])=[CH:26][C:25]([F:29])=[CH:24][C:23]=1[Cl:30])(=O)=O, predict the reaction product. The product is: [Cl:30][C:23]1[CH:24]=[C:25]([F:29])[CH:26]=[C:27]([Cl:28])[C:22]=1[C:10]#[C:11][Si:12]([CH3:15])([CH3:14])[CH3:13]. (5) The product is: [S:1]([O-:5])([O-:4])(=[O:3])=[O:2].[Co+2:6].[OH-:10].[Na+:21].[O-2:20].[O-2:2].[O-2:2].[O-2:2].[Co+2:6].[Co+3:6].[Co+3:6]. Given the reactants [S:1]([O-:5])([O-:4])(=[O:3])=[O:2].[Co+2:6].C(O)(=O)CC(CC(O)=O)(C(O)=O)[OH:10].[OH-:20].[Na+:21].OO.[OH-].[Co+2].[OH-], predict the reaction product.